Dataset: Forward reaction prediction with 1.9M reactions from USPTO patents (1976-2016). Task: Predict the product of the given reaction. (1) Given the reactants [Cl:1][C:2]1[CH:28]=[CH:27][C:5]([CH2:6][N:7]2[C:15]3[C:10](=[CH:11][C:12]([CH:16]=[C:17]4[S:21][C:20](SCCC)=[N:19][C:18]4=[O:26])=[CH:13][CH:14]=3)[CH:9]=[N:8]2)=[C:4]([C:29]([F:32])([F:31])[F:30])[CH:3]=1.[NH:33]1[CH2:38][CH2:37][S:36](=[O:40])(=[O:39])[CH2:35][CH2:34]1, predict the reaction product. The product is: [Cl:1][C:2]1[CH:28]=[CH:27][C:5]([CH2:6][N:7]2[C:15]3[C:10](=[CH:11][C:12]([CH:16]=[C:17]4[S:21][C:20]([N:33]5[CH2:38][CH2:37][S:36](=[O:40])(=[O:39])[CH2:35][CH2:34]5)=[N:19][C:18]4=[O:26])=[CH:13][CH:14]=3)[CH:9]=[N:8]2)=[C:4]([C:29]([F:32])([F:30])[F:31])[CH:3]=1. (2) Given the reactants [Cl:1][C:2]1[O:6][C:5]([CH:7]([O:10][C:11]2[C:12]([F:21])=[C:13]([C:17]([F:20])=[CH:18][CH:19]=2)[C:14]([NH2:16])=[O:15])[CH2:8][OH:9])=[N:4][C:3]=1[C:22]1[CH:27]=[CH:26][C:25]([C:28]([F:31])([F:30])[F:29])=[CH:24][CH:23]=1.C(N([CH2:37][CH3:38])CC)C.C([CH:41]([CH2:45][C:46](Cl)=[O:47])[C:42](Cl)=[O:43])C.[OH2:49], predict the reaction product. The product is: [C:46]([O:9][CH2:8][CH:7]([O:10][C:11]1[CH:19]=[CH:18][C:17]([F:20])=[C:13]([C:14](=[O:15])[NH2:16])[C:12]=1[F:21])[C:5]1[O:6][C:2]([Cl:1])=[C:3]([C:22]2[CH:27]=[CH:26][C:25]([C:28]([F:29])([F:30])[F:31])=[CH:24][CH:23]=2)[N:4]=1)(=[O:47])[CH2:45][CH2:41][C:42]([O:43][CH2:37][CH3:38])=[O:49]. (3) Given the reactants [OH:1][C@H:2]([C@@H:18]([NH:26][C:27](=[O:47])[C@@H:28]([N:33]1[CH2:37][CH2:36][N:35]([CH2:38][C:39]2[CH:44]=[CH:43][CH:42]=[C:41]([CH3:45])[N:40]=2)[C:34]1=[O:46])[C@@H:29]([CH3:32])[CH2:30][CH3:31])[CH2:19][C:20]1[CH:25]=[CH:24][CH:23]=[CH:22][CH:21]=1)[CH2:3][NH:4][NH:5][C:6]([C@@H:8]([NH:13][C:14](=[O:17])[O:15][CH3:16])[C@@H:9]([CH3:12])[CH2:10][CH3:11])=[O:7].[CH:48](=O)[CH2:49][CH:50]([CH3:52])[CH3:51].C(O)(=O)C.C(O[BH-](OC(=O)C)OC(=O)C)(=O)C.[Na+], predict the reaction product. The product is: [OH:1][C@H:2]([C@@H:18]([NH:26][C:27](=[O:47])[C@@H:28]([N:33]1[CH2:37][CH2:36][N:35]([CH2:38][C:39]2[CH:44]=[CH:43][CH:42]=[C:41]([CH3:45])[N:40]=2)[C:34]1=[O:46])[C@@H:29]([CH3:32])[CH2:30][CH3:31])[CH2:19][C:20]1[CH:25]=[CH:24][CH:23]=[CH:22][CH:21]=1)[CH2:3][N:4]([CH2:48][CH2:49][CH:50]([CH3:52])[CH3:51])[NH:5][C:6]([C@@H:8]([NH:13][C:14](=[O:17])[O:15][CH3:16])[C@@H:9]([CH3:12])[CH2:10][CH3:11])=[O:7]. (4) Given the reactants [NH2:1][C:2]1[C:7](I)=[CH:6][C:5]([Br:9])=[CH:4][N:3]=1.C(N(CC)CC)C.[CH3:17][C:18]([CH3:22])([OH:21])[C:19]#[CH:20], predict the reaction product. The product is: [NH2:1][C:2]1[C:7]([C:20]#[C:19][C:18]([CH3:22])([OH:21])[CH3:17])=[CH:6][C:5]([Br:9])=[CH:4][N:3]=1. (5) Given the reactants [CH2:1]([O:3][C:4](=[O:13])[C:5]1[CH:10]=[C:9]([F:11])[CH:8]=[N:7][C:6]=1Cl)[CH3:2].C(=O)([O-])[O-].[Cs+].[Cs+].[CH3:20][S:21][C:22]1[CH:27]=[CH:26][C:25]([OH:28])=[CH:24][CH:23]=1, predict the reaction product. The product is: [CH2:1]([O:3][C:4](=[O:13])[C:5]1[CH:10]=[C:9]([F:11])[CH:8]=[N:7][C:6]=1[O:28][C:25]1[CH:26]=[CH:27][C:22]([S:21][CH3:20])=[CH:23][CH:24]=1)[CH3:2]. (6) Given the reactants Cl.[CH2:2]([O:9][C:10](=[O:18])[CH:11]([NH2:17])[C:12](=[O:16])[CH:13]([CH3:15])[CH3:14])[C:3]1[CH:8]=[CH:7][CH:6]=[CH:5][CH:4]=1.C(=O)([O-])[O-].[K+].[K+].[F:25][C:26]1[CH:34]=[CH:33][C:29]([C:30](Cl)=[O:31])=[CH:28][CH:27]=1.C(OCC)(=O)C, predict the reaction product. The product is: [CH2:2]([O:9][C:10](=[O:18])[CH:11]([NH:17][C:30](=[O:31])[C:29]1[CH:33]=[CH:34][C:26]([F:25])=[CH:27][CH:28]=1)[C:12](=[O:16])[CH:13]([CH3:15])[CH3:14])[C:3]1[CH:8]=[CH:7][CH:6]=[CH:5][CH:4]=1. (7) Given the reactants C1(P(C2CCCCC2)C2C=CC=CC=2C2C(OC)=CC=CC=2OC)CCCCC1.C(=O)([O-])[O-].[K+].[K+].[F:36][C:37]1[CH:73]=[N:72][C:40]2[N:41]([C:65]3[CH:70]=[CH:69][CH:68]=[C:67](I)[CH:66]=3)[C:42](=[O:64])[N:43]([C@H:46]3[CH2:51][CH2:50][C@@H:49]([NH:52][CH2:53][C:54]4[N:55]=[C:56]5[CH:61]=[CH:60][C:59]([F:62])=[CH:58][N:57]5[CH:63]=4)[CH2:48][CH2:47]3)[C:44](=[O:45])[C:39]=2[CH:38]=1.[CH:74]([C:76]1[CH:81]=[CH:80][C:79](B(O)O)=[CH:78][CH:77]=1)=[O:75].[C:85](OC(OC(C)(C)C)=O)([O:87][C:88]([CH3:91])([CH3:90])[CH3:89])=[O:86], predict the reaction product. The product is: [C:88]([O:87][C:85](=[O:86])[N:52]([C@H:49]1[CH2:50][CH2:51][C@@H:46]([N:43]2[C:44](=[O:45])[C:39]3[CH:38]=[C:37]([F:36])[CH:73]=[N:72][C:40]=3[N:41]([C:65]3[CH:66]=[C:67]([C:79]4[CH:80]=[CH:81][C:76]([CH:74]=[O:75])=[CH:77][CH:78]=4)[CH:68]=[CH:69][CH:70]=3)[C:42]2=[O:64])[CH2:47][CH2:48]1)[CH2:53][C:54]1[N:55]=[C:56]2[CH:61]=[CH:60][C:59]([F:62])=[CH:58][N:57]2[CH:63]=1)([CH3:91])([CH3:90])[CH3:89]. (8) Given the reactants [CH3:1][O:2][C:3]1[CH:8]=[CH:7][C:6]([N:9]2[CH:13]=[CH:12][C:11]([CH:14]=[O:15])=[CH:10]2)=[CH:5][CH:4]=1.[OH-].[Na+].[Mn]([O-])(=O)(=O)=[O:19].[K+], predict the reaction product. The product is: [CH3:1][O:2][C:3]1[CH:4]=[CH:5][C:6]([N:9]2[CH:13]=[CH:12][C:11]([C:14]([OH:19])=[O:15])=[CH:10]2)=[CH:7][CH:8]=1. (9) Given the reactants O=[C:2]1[CH2:7][CH2:6][N:5]([C:8]2[CH:13]=[CH:12][C:11]([N:14]3[CH2:18][C@H:17]([CH2:19][NH:20][C:21](=[O:23])[CH3:22])[O:16][C:15]3=[O:24])=[CH:10][C:9]=2[F:25])[CH2:4][CH2:3]1.[NH2:26][CH2:27][CH2:28][SH:29].B(F)(F)F, predict the reaction product. The product is: [S:29]1[C:2]2([CH2:7][CH2:6][N:5]([C:8]3[CH:13]=[CH:12][C:11]([N:14]4[CH2:18][C@H:17]([CH2:19][NH:20][C:21](=[O:23])[CH3:22])[O:16][C:15]4=[O:24])=[CH:10][C:9]=3[F:25])[CH2:4][CH2:3]2)[NH:26][CH2:27][CH2:28]1. (10) Given the reactants [C:1]([O:5][C:6]([N:8]1[CH2:13][CH2:12][CH2:11][CH2:10][CH:9]1[CH2:14][C:15]([OH:17])=O)=[O:7])([CH3:4])([CH3:3])[CH3:2].[Cl:18][C:19]1[CH:24]=[CH:23][C:22]([C:25]2NN=[N:27][N:26]=2)=[CH:21][CH:20]=1.C1(N=C=NC2CCCCC2)CCCCC1, predict the reaction product. The product is: [C:1]([O:5][C:6]([N:8]1[CH2:13][CH2:12][CH2:11][CH2:10][CH:9]1[CH2:14][C:15]1[O:17][C:25]([C:22]2[CH:23]=[CH:24][C:19]([Cl:18])=[CH:20][CH:21]=2)=[N:26][N:27]=1)=[O:7])([CH3:2])([CH3:3])[CH3:4].